The task is: Predict the product of the given reaction.. This data is from Forward reaction prediction with 1.9M reactions from USPTO patents (1976-2016). (1) Given the reactants [F:1][C:2]1[CH:3]=[C:4]([C:10]2[CH:11]=[C:12]([C:17]([O:19]C)=[O:18])[C:13](=[O:16])[NH:14][N:15]=2)[CH:5]=[CH:6][C:7]=1[O:8][CH3:9].CS(O[CH2:26][CH2:27][CH2:28][C:29]1[CH:34]=[CH:33][CH:32]=[CH:31][C:30]=1[Cl:35])(=O)=O, predict the reaction product. The product is: [C:17]([C:12]1[C:13](=[O:16])[N:14]([CH2:26][CH2:27][CH2:28][C:29]2[CH:34]=[CH:33][CH:32]=[CH:31][C:30]=2[Cl:35])[N:15]=[C:10]([C:4]2[CH:5]=[CH:6][C:7]([O:8][CH3:9])=[C:2]([F:1])[CH:3]=2)[CH:11]=1)([OH:19])=[O:18]. (2) Given the reactants [CH2:1]([C:6]1[CH:11]=[CH:10][C:9]([C:12]2[N:17]=[CH:16][C:15]([S:18]([C:21]3([C:27]([NH:29][O:30]C4CCCCO4)=[O:28])[CH2:26][CH2:25][O:24][CH2:23][CH2:22]3)(=[O:20])=[O:19])=[CH:14][CH:13]=2)=[CH:8][CH:7]=1)[CH2:2][CH2:3][CH2:4][CH3:5].CO.[ClH:39], predict the reaction product. The product is: [ClH:39].[OH:30][NH:29][C:27]([C:21]1([S:18]([C:15]2[CH:16]=[N:17][C:12]([C:9]3[CH:8]=[CH:7][C:6]([CH2:1][CH2:2][CH2:3][CH2:4][CH3:5])=[CH:11][CH:10]=3)=[CH:13][CH:14]=2)(=[O:20])=[O:19])[CH2:22][CH2:23][O:24][CH2:25][CH2:26]1)=[O:28]. (3) Given the reactants [OH:1][C:2]1[CH:10]=[CH:9][C:5]([C:6]([OH:8])=[O:7])=[CH:4][CH:3]=1.N#N.[C:13](OC(O[C:13]([CH3:16])([CH3:15])[CH3:14])N(C)C)([CH3:16])([CH3:15])[CH3:14], predict the reaction product. The product is: [C:13]([O:7][C:6](=[O:8])[C:5]1[CH:9]=[CH:10][C:2]([OH:1])=[CH:3][CH:4]=1)([CH3:16])([CH3:15])[CH3:14].